This data is from Forward reaction prediction with 1.9M reactions from USPTO patents (1976-2016). The task is: Predict the product of the given reaction. (1) The product is: [CH2:1]([O:8][CH2:9][CH:10]1[CH2:11][C:12]2([CH2:14][O:17]2)[O:13]1)[C:2]1[CH:7]=[CH:6][CH:5]=[CH:4][CH:3]=1. Given the reactants [CH2:1]([O:8][CH2:9][CH:10]1[O:13][C:12](=[CH2:14])[CH2:11]1)[C:2]1[CH:7]=[CH:6][CH:5]=[CH:4][CH:3]=1.CC1(C)O[O:17]1, predict the reaction product. (2) The product is: [CH3:8][C:9]1[CH:14]=[CH:13][CH:12]=[CH:11][C:10]=1[CH2:15][N:1]1[CH2:5][CH2:4][CH2:3][C:2]1=[O:6]. Given the reactants [NH:1]1[CH2:5][CH2:4][CH2:3][C:2]1=[O:6].Br[CH2:8][C:9]1[C:10]([CH3:15])=[CH:11][CH:12]=[CH:13][CH:14]=1.CN(C)C=O.[H-].[Na+], predict the reaction product. (3) The product is: [CH3:1][O:2][C:3](=[O:20])[C:4]1[CH:9]=[CH:8][CH:7]=[C:6]([C:10](=[O:19])[CH2:11][CH2:12][CH:21]=[CH2:22])[CH:5]=1. Given the reactants [CH3:1][O:2][C:3](=[O:20])[C:4]1[CH:9]=[CH:8][CH:7]=[C:6]([C:10](=[O:19])[CH2:11][C:12](OC(C)(C)C)=O)[CH:5]=1.[CH2:21](Br)[CH:22]=C.[H-].[Na+], predict the reaction product.